From a dataset of Catalyst prediction with 721,799 reactions and 888 catalyst types from USPTO. Predict which catalyst facilitates the given reaction. (1) The catalyst class is: 3. Product: [Br:6][C:7]1[CH:12]=[CH:11][C:10]([N+:13]([O-:15])=[O:14])=[CH:9][C:8]=1[N:16]([CH2:2][C:3]([CH3:5])=[CH2:4])[C:17](=[O:19])[CH3:18]. Reactant: Br[CH2:2][C:3]([CH3:5])=[CH2:4].[Br:6][C:7]1[CH:12]=[CH:11][C:10]([N+:13]([O-:15])=[O:14])=[CH:9][C:8]=1[NH:16][C:17](=[O:19])[CH3:18].C(=O)([O-])[O-].[K+].[K+]. (2) Reactant: [C:1](Cl)(=[O:5])[C:2](Cl)=[O:3].ClCCl.[F:10][C:11]1[CH:12]=[C:13]([C@H:18]2[NH:23][C@@H:22]([CH:24]([OH:26])[CH3:25])[CH2:21][O:20][CH2:19]2)[CH:14]=[CH:15][C:16]=1[F:17].N1C=CC=CC=1. Product: [F:10][C:11]1[CH:12]=[C:13]([C@@H:18]2[CH2:19][O:20][CH2:21][C@@H:22]3[C@H:24]([CH3:25])[O:26][C:1](=[O:5])[C:2](=[O:3])[N:23]23)[CH:14]=[CH:15][C:16]=1[F:17]. The catalyst class is: 6. (3) Reactant: C([O:3][C:4](=[O:25])[CH2:5][C:6]1([CH2:21][N+:22]([O-:24])=[O:23])[CH2:11][CH2:10][CH:9]([CH2:12][NH:13][C:14]([O:16][C:17]([CH3:20])([CH3:19])[CH3:18])=[O:15])[CH2:8][CH2:7]1)C.[OH-].[Na+].Cl. Product: [C:17]([O:16][C:14]([NH:13][CH2:12][CH:9]1[CH2:8][CH2:7][C:6]([CH2:5][C:4]([OH:25])=[O:3])([CH2:21][N+:22]([O-:24])=[O:23])[CH2:11][CH2:10]1)=[O:15])([CH3:20])([CH3:18])[CH3:19]. The catalyst class is: 92. (4) Reactant: [CH3:1][N:2]([CH3:32])[C:3]([C:5]1[C:6]([NH:25][CH:26]2[CH2:31][CH2:30][O:29][CH2:28][CH2:27]2)=[C:7]2[C:20]([CH3:21])=[N:19][N:18]([CH:22]([CH3:24])[CH3:23])[C:8]2=[N:9][C:10]=1[C:11]1[CH:16]=[CH:15][CH:14]=[C:13]([OH:17])[CH:12]=1)=[O:4].C([O-])([O-])=O.[K+].[K+].Cl[CH2:40][CH:41]1[CH2:43][O:42]1.O. Product: [CH3:32][N:2]([CH3:1])[C:3]([C:5]1[C:6]([NH:25][CH:26]2[CH2:31][CH2:30][O:29][CH2:28][CH2:27]2)=[C:7]2[C:20]([CH3:21])=[N:19][N:18]([CH:22]([CH3:24])[CH3:23])[C:8]2=[N:9][C:10]=1[C:11]1[CH:16]=[CH:15][CH:14]=[C:13]([O:17][CH2:40][CH:41]2[CH2:43][O:42]2)[CH:12]=1)=[O:4]. The catalyst class is: 23. (5) Reactant: Br[C:2]1[CH:3]=[N:4][CH:5]=[C:6]([O:8][CH3:9])[CH:7]=1.C([Mg]Cl)(C)C.CN(C)[CH:17]=[O:18]. Product: [CH3:9][O:8][C:6]1[CH:5]=[N:4][CH:3]=[C:2]([CH:17]=[O:18])[CH:7]=1. The catalyst class is: 7.